Dataset: Forward reaction prediction with 1.9M reactions from USPTO patents (1976-2016). Task: Predict the product of the given reaction. (1) Given the reactants Br[C:2]1[C:10]2[N:9]3[CH2:11][CH2:12][NH:13][C:14](=[O:15])[C:8]3=[CH:7][C:6]=2[CH:5]=[C:4]([C:16]#[N:17])[CH:3]=1.[Cl:18][C:19]1[CH:20]=[C:21](B(O)O)[CH:22]=[CH:23][CH:24]=1, predict the reaction product. The product is: [Cl:18][C:19]1[CH:24]=[C:23]([C:2]2[C:10]3[N:9]4[CH2:11][CH2:12][NH:13][C:14](=[O:15])[C:8]4=[CH:7][C:6]=3[CH:5]=[C:4]([C:16]#[N:17])[CH:3]=2)[CH:22]=[CH:21][CH:20]=1. (2) Given the reactants O[C:2]1C2N=NNC=2C=CC=1.C(N(C(C)C)CC)(C)C.Cl.CN(C)CCCN=C=NCC.[NH2:32][C@@H:33]1[C:39](=[O:40])[N:38]([CH:41]2[CH2:43][CH2:42]2)[C:37]2[CH:44]=[CH:45][CH:46]=[CH:47][C:36]=2[N:35]([CH3:48])[CH2:34]1.[C:49]([OH:54])(=O)[C@H:50]([CH3:52])[OH:51], predict the reaction product. The product is: [CH:43]1([CH2:41][N:38]2[C:39](=[O:40])[C@@H:33]([NH:32][C:49](=[O:54])[C@@H:50]([OH:51])[CH3:52])[CH2:34][N:35]([CH3:48])[C:36]3[CH:47]=[CH:46][CH:45]=[CH:44][C:37]2=3)[CH2:42][CH2:2]1.